Task: Predict the reactants needed to synthesize the given product.. Dataset: Retrosynthesis with 50K atom-mapped reactions and 10 reaction types from USPTO Given the product CCS(=O)(=O)N1CCC(c2c[nH]c3c(C(N)=O)cc(-c4cncc(CNCCOC)c4)cc23)CC1, predict the reactants needed to synthesize it. The reactants are: CCS(=O)(=O)N1CCC(c2c[nH]c3c(C(N)=O)cc(Br)cc23)CC1.COCCNCc1cncc(B2OC(C)(C)C(C)(C)O2)c1.